The task is: Regression/Classification. Given a drug SMILES string, predict its absorption, distribution, metabolism, or excretion properties. Task type varies by dataset: regression for continuous measurements (e.g., permeability, clearance, half-life) or binary classification for categorical outcomes (e.g., BBB penetration, CYP inhibition). Dataset: cyp2d6_veith.. This data is from CYP2D6 inhibition data for predicting drug metabolism from PubChem BioAssay. (1) The result is 0 (non-inhibitor). The drug is O=[N+]([O-])c1ccc([C@@H](Nc2ccccc2)c2ccc3cccnc3c2O)cc1. (2) The drug is CC(C)C(=O)N1C2CCC1CC(O)(c1ccc(F)cc1)C2. The result is 0 (non-inhibitor). (3) The molecule is CCCn1c(/C=C/c2ccccc2)nc2ccccc21. The result is 1 (inhibitor). (4) The drug is O=C(NCc1ccc(Cl)cc1)c1ccc(Cl)cc1[N+](=O)[O-]. The result is 0 (non-inhibitor). (5) The drug is C=CCn1c(Cc2c[nH]c3ccccc23)nnc1SCC(=O)NCc1ccccc1. The result is 1 (inhibitor). (6) The drug is CC(C)n1cc(/C=C2/SC(=O)N(CC(=O)Nc3ccc4c(c3)OCO4)C2=O)c2ccccc21. The result is 0 (non-inhibitor).